Dataset: Catalyst prediction with 721,799 reactions and 888 catalyst types from USPTO. Task: Predict which catalyst facilitates the given reaction. (1) Reactant: S(Cl)([Cl:3])=O.[Br:5][C:6]1[CH:10]=[C:9]([C:11](O)=[O:12])[N:8]([C:14]2[C:19]([Cl:20])=[CH:18][CH:17]=[CH:16][N:15]=2)[N:7]=1. Product: [Br:5][C:6]1[CH:10]=[C:9]([C:11]([Cl:3])=[O:12])[N:8]([C:14]2[C:19]([Cl:20])=[CH:18][CH:17]=[CH:16][N:15]=2)[N:7]=1. The catalyst class is: 885. (2) Reactant: [BH4-].[Li+].[CH3:3][C@@H:4]([C:10]([NH:12][C:13]1[CH:17]=[CH:16][N:15]([CH3:18])[N:14]=1)=[O:11])[CH2:5][C:6](OC)=[O:7].[Cl-].[NH4+]. Product: [OH:7][CH2:6][CH2:5][C@@H:4]([CH3:3])[C:10]([NH:12][C:13]1[CH:17]=[CH:16][N:15]([CH3:18])[N:14]=1)=[O:11]. The catalyst class is: 36. (3) Reactant: [S:1]1[CH:5]=[CH:4][CH:3]=[C:2]1[C:6]#[N:7].C([O:11][B:12](OC(C)C)[O:13]C(C)C)(C)C.C[Si](C)(C)[N-][Si](C)(C)C.[K+]. Product: [C:6]([C:2]1[S:1][C:5]([B:12]([OH:13])[OH:11])=[CH:4][CH:3]=1)#[N:7]. The catalyst class is: 1. (4) Reactant: [CH3:1][O:2][C:3](=[O:34])[CH2:4][C:5]1[CH:10]=[C:9]([Br:11])[C:8]([O:12][C:13]2[CH:18]=[C:17]([CH:19]([CH3:21])[CH3:20])[C:16]([O:22][CH3:23])=[CH:15][C:14]=2[CH:24](Cl)[C:25]2[CH:30]=[CH:29][CH:28]=[CH:27][C:26]=2[CH3:31])=[C:7]([Br:33])[CH:6]=1.[F:35][C:36]1[CH:41]=[C:40]([F:42])[CH:39]=[CH:38][C:37]=1[OH:43].C(N(C(C)C)C(C)C)C. Product: [CH3:1][O:2][C:3](=[O:34])[CH2:4][C:5]1[CH:10]=[C:9]([Br:11])[C:8]([O:12][C:13]2[CH:18]=[C:17]([CH:19]([CH3:21])[CH3:20])[C:16]([O:22][CH3:23])=[CH:15][C:14]=2[CH:24]([O:43][C:37]2[CH:38]=[CH:39][C:40]([F:42])=[CH:41][C:36]=2[F:35])[C:25]2[CH:30]=[CH:29][CH:28]=[CH:27][C:26]=2[CH3:31])=[C:7]([Br:33])[CH:6]=1. The catalyst class is: 23. (5) Reactant: N#N.[CH3:3][C:4]1([C:9]2[S:10][CH:11]=[C:12]([CH2:14][N:15]3[N:19]=[C:18]([N+:20]([O-])=O)[CH:17]=[N:16]3)[N:13]=2)[O:8][CH2:7][CH2:6][O:5]1.[NH4+].[Cl-]. Product: [CH3:3][C:4]1([C:9]2[S:10][CH:11]=[C:12]([CH2:14][N:15]3[N:19]=[C:18]([NH2:20])[CH:17]=[N:16]3)[N:13]=2)[O:5][CH2:6][CH2:7][O:8]1. The catalyst class is: 314. (6) Product: [Si:16]([O:15][C@@H:14]1[C@@H:13]([CH2:9][O:8][Si:1]([C:4]([CH3:6])([CH3:5])[CH3:7])([CH3:2])[CH3:3])[O:12][C@@H:11]([N:23]2[C:41]3[N:40]=[CH:39][N:38]=[C:27]([O:28][C:29]4[CH:34]=[CH:33][CH:32]=[C:31]5[C:30]=4[N:42]=[CH:46][CH:45]=[CH:50]5)[C:26]=3[N:25]=[CH:24]2)[CH2:10]1)([C:19]([CH3:21])([CH3:20])[CH3:22])([CH3:18])[CH3:17]. The catalyst class is: 57. Reactant: [Si:1]([O:8][C@@H:9]1[C@@H:13]([CH2:14][O:15][Si:16]([C:19]([CH3:22])([CH3:21])[CH3:20])([CH3:18])[CH3:17])[O:12][C@@H:11]([N:23]2[C:41]3[N:40]=[CH:39][N:38]=[C:27]([O:28][C:29]4[CH:34]=[CH:33][C:32]([N+]([O-])=O)=[CH:31][CH:30]=4)[C:26]=3[N:25]=[CH:24]2)[CH2:10]1)([C:4]([CH3:7])([CH3:6])[CH3:5])([CH3:3])[CH3:2].[N:42]1(O[C:50]2[C:45]3N=C[N:42]([C:46]=3N=CN=2)[C@@H]2O[C@H](CO[Si](C(C)(C)C)(C)C)[C@@H](O[Si](C(C)(C)C)(C)C)C2)[C:46]2C=CC=[CH:50][C:45]=2N=N1.C([O-])([O-])=O.[Cs+].[Cs+].OC1C=CC=C2C=1N=CC=C2.